This data is from Catalyst prediction with 721,799 reactions and 888 catalyst types from USPTO. The task is: Predict which catalyst facilitates the given reaction. (1) Reactant: [CH3:1][C:2]1[S:6][C:5]([C:7]2[CH:12]=[CH:11][N:10]=[CH:9][C:8]=2[N:13]2[CH2:18][CH2:17][CH:16]([C:19]([OH:21])=O)[CH2:15][CH2:14]2)=[N:4][N:3]=1.[CH3:22][O:23][CH2:24][C@H:25]1[CH2:29][CH2:28][CH2:27][NH:26]1.CN(C(ON1N=NC2C=CC=NC1=2)=[N+](C)C)C.F[P-](F)(F)(F)(F)F.CCN(C(C)C)C(C)C. Product: [CH3:22][O:23][CH2:24][C@H:25]1[CH2:29][CH2:28][CH2:27][N:26]1[C:19]([CH:16]1[CH2:15][CH2:14][N:13]([C:8]2[CH:9]=[N:10][CH:11]=[CH:12][C:7]=2[C:5]2[S:6][C:2]([CH3:1])=[N:3][N:4]=2)[CH2:18][CH2:17]1)=[O:21]. The catalyst class is: 136. (2) Reactant: [OH:1][C@@H:2]([C@H:4]1[C:35](=[O:36])[N:6]2[C:7]([C:22]([O:24][CH2:25][C:26]3[CH:31]=[CH:30][C:29]([N+:32]([O-:34])=[O:33])=[CH:28][CH:27]=3)=[O:23])=[C:8]([C:11]3[S:15][C:14]4=[C:16]([CH2:20][OH:21])[N:17]=[C:18]([CH3:19])[N:13]4[CH:12]=3)[C@H:9]([CH3:10])[C@H:5]12)[CH3:3]. Product: [CH:20]([C:16]1[N:17]=[C:18]([CH3:19])[N:13]2[CH:12]=[C:11]([C:8]3[C@H:9]([CH3:10])[C@@H:5]4[C@@H:4]([C@H:2]([OH:1])[CH3:3])[C:35](=[O:36])[N:6]4[C:7]=3[C:22]([O:24][CH2:25][C:26]3[CH:27]=[CH:28][C:29]([N+:32]([O-:34])=[O:33])=[CH:30][CH:31]=3)=[O:23])[S:15][C:14]=12)=[O:21]. The catalyst class is: 327. (3) Reactant: [Br:1][C:2]1[C:7]([F:8])=[CH:6][C:5]([OH:9])=[C:4]([O:10]C)[CH:3]=1.B(Br)(Br)Br. Product: [Br:1][C:2]1[CH:3]=[C:4]([OH:10])[C:5]([OH:9])=[CH:6][C:7]=1[F:8]. The catalyst class is: 2.